The task is: Predict the reactants needed to synthesize the given product.. This data is from Full USPTO retrosynthesis dataset with 1.9M reactions from patents (1976-2016). (1) Given the product [N+:1]([C:4]1[CH:13]=[CH:12][CH:11]=[C:10]2[C:5]=1[CH:6]=[CH:7][N:25]([C@H:26]([C:30]1[CH:35]=[CH:34][CH:33]=[CH:32][CH:31]=1)[C:27]([NH2:29])=[O:28])[C:9]2=[O:14])([O-:3])=[O:2], predict the reactants needed to synthesize it. The reactants are: [N+:1]([C:4]1[CH:13]=[CH:12][CH:11]=[C:10]2[C:5]=1[CH:6]=[CH:7]O[C:9]2=[O:14])([O-:3])=[O:2].CO.C(N(CC)CC)C.Cl.[NH2:25][C@H:26]([C:30]1[CH:35]=[CH:34][CH:33]=[CH:32][CH:31]=1)[C:27]([NH2:29])=[O:28]. (2) Given the product [F:1][C:2]1[CH:9]=[CH:8][C:5]([CH2:6][OH:7])=[C:4]([CH:10]=[CH2:11])[CH:3]=1, predict the reactants needed to synthesize it. The reactants are: [F:1][C:2]1[CH:9]=[CH:8][C:5]([CH:6]=[O:7])=[C:4]([CH:10]=[CH2:11])[CH:3]=1.[BH4-].[Na+]. (3) Given the product [N+:31]([C:26]1[CH:27]=[CH:28][CH:29]=[CH:30][C:25]=1[S:22]([NH:21][CH2:20][CH2:19][N:6]([C:7](=[O:18])[CH2:8][N:9]1[CH:17]=[C:15]([CH3:16])[C:13](=[O:14])[NH:12][C:10]1=[O:11])[CH2:5][C:4]([OH:34])=[O:3])(=[O:24])=[O:23])([O-:33])=[O:32], predict the reactants needed to synthesize it. The reactants are: C([O:3][C:4](=[O:34])[CH2:5][N:6]([CH2:19][CH2:20][NH:21][S:22]([C:25]1[CH:30]=[CH:29][CH:28]=[CH:27][C:26]=1[N+:31]([O-:33])=[O:32])(=[O:24])=[O:23])[C:7](=[O:18])[CH2:8][N:9]1[CH:17]=[C:15]([CH3:16])[C:13](=[O:14])[NH:12][C:10]1=[O:11])C.[OH-].[Li+].Cl.